Binary classification across 12 toxicity assays. From a dataset of Tox21: 12 toxicity assays (nuclear receptors and stress response pathways). (1) The compound is Cc1ccccc1-n1c(CF)nc2ccc(N)cc2c1=O. It tested positive (active) for: NR-AR (Androgen Receptor agonist activity), NR-AhR (Aryl hydrocarbon Receptor agonist activity), NR-ER (Estrogen Receptor agonist activity), and NR-ER-LBD (Estrogen Receptor Ligand Binding Domain agonist). (2) The drug is CCC(C)n1c(=O)[nH]c(C)c(Br)c1=O. It tested positive (active) for: NR-AhR (Aryl hydrocarbon Receptor agonist activity).